Task: Predict the product of the given reaction.. Dataset: Forward reaction prediction with 1.9M reactions from USPTO patents (1976-2016) Given the reactants Cl[C:2]1[C:11]2[C:6](=[CH:7][CH:8]=[CH:9][CH:10]=2)[N:5]=[C:4]([CH3:12])[CH:3]=1.[NH:13]1[CH2:18][CH2:17][O:16][CH2:15][CH2:14]1, predict the reaction product. The product is: [CH3:12][C:4]1[CH:3]=[C:2]([N:13]2[CH2:18][CH2:17][O:16][CH2:15][CH2:14]2)[C:11]2[C:6](=[CH:7][CH:8]=[CH:9][CH:10]=2)[N:5]=1.